From a dataset of Plasma protein binding rate (PPBR) regression data from AstraZeneca. Regression/Classification. Given a drug SMILES string, predict its absorption, distribution, metabolism, or excretion properties. Task type varies by dataset: regression for continuous measurements (e.g., permeability, clearance, half-life) or binary classification for categorical outcomes (e.g., BBB penetration, CYP inhibition). For this dataset (ppbr_az), we predict Y. (1) The compound is COCc1c(C(C)C)nc(C(C)C)c(/C=C/[C@@H](O)C[C@@H](O)CC(=O)O)c1-c1ccc(F)cc1. The Y is 99.0 %. (2) The compound is CCC[C@H](CO)Nc1nc(S[C@@H](C)c2cccc(C#N)c2)nc2[nH]c(=O)sc12. The Y is 99.9 %.